From a dataset of Full USPTO retrosynthesis dataset with 1.9M reactions from patents (1976-2016). Predict the reactants needed to synthesize the given product. (1) Given the product [C:1]([O:5][C:6]([N:8]1[CH2:12][CH:11]([O:13][C:14]2[C:23]3[C:18](=[CH:19][C:20]([O:24][CH3:25])=[CH:21][CH:22]=3)[CH:17]=[CH:16][N:15]=2)[CH2:10][CH:9]1[C:26](=[O:35])[NH:27][C:90]1([C:89]([NH:77][S:76]([O:75][C:72]2([CH2:69][CH2:70][CH3:71])[CH2:73][CH2:74]2)(=[O:78])=[O:79])=[O:43])[CH2:80][CH:81]1[CH:82]=[CH2:83])=[O:7])([CH3:4])([CH3:3])[CH3:2], predict the reactants needed to synthesize it. The reactants are: [C:1]([O:5][C:6]([N:8]1[CH2:12][CH:11]([O:13][C:14]2[C:23]3[C:18](=[CH:19][C:20]([O:24][CH3:25])=[CH:21][CH:22]=3)[CH:17]=[CH:16][N:15]=2)[CH2:10][CH:9]1[C:26](=[O:35])[NH:27]C1(C=C)CC1=C=O)=[O:7])([CH3:4])([CH3:3])[CH3:2].CN(C([O:43]N1N=NC2C=CC=NC1=2)=[N+](C)C)C.F[P-](F)(F)(F)(F)F.CCN(C(C)C)C(C)C.[CH2:69]([C:72]1([O:75][S:76](=[O:79])(=[O:78])[NH2:77])[CH2:74][CH2:73]1)[CH2:70][CH3:71].[CH2:80]1[CH2:90][CH2:89]N2[C:83](=NCCC2)[CH2:82][CH2:81]1. (2) Given the product [CH3:19][N:20]([CH3:24])[C:21](=[O:23])[CH2:22][C:25](=[O:31])[C:26]([O:28][CH2:29][CH3:30])=[O:27], predict the reactants needed to synthesize it. The reactants are: C(NC(C)C)(C)C.C([Li])CCC.CCCCCC.[CH3:19][N:20]([CH3:24])[C:21](=[O:23])[CH3:22].[C:25](OCC)(=[O:31])[C:26]([O:28][CH2:29][CH3:30])=[O:27]. (3) Given the product [Cl:1][C:2]1[CH:3]=[C:4]([NH:17][C:18]2[C:27]3[C:22](=[CH:23][CH:24]=[C:25]([C:28]4[O:29][C:30]([CH2:33][NH:40][CH2:39][C:38]([OH:37])=[O:41])=[CH:31][CH:32]=4)[CH:26]=3)[N:21]=[CH:20][N:19]=2)[CH:5]=[CH:6][C:7]=1[O:8][CH2:9][C:10]1[CH:15]=[CH:14][CH:13]=[C:12]([F:16])[CH:11]=1, predict the reactants needed to synthesize it. The reactants are: [Cl:1][C:2]1[CH:3]=[C:4]([NH:17][C:18]2[C:27]3[C:22](=[CH:23][CH:24]=[C:25]([C:28]4[O:29][C:30]([CH:33]=O)=[CH:31][CH:32]=4)[CH:26]=3)[N:21]=[CH:20][N:19]=2)[CH:5]=[CH:6][C:7]=1[O:8][CH2:9][C:10]1[CH:15]=[CH:14][CH:13]=[C:12]([F:16])[CH:11]=1.Cl.C[O:37][C:38](=[O:41])[CH2:39][NH2:40].C(N(C(C)C)CC)(C)C.C(O[BH-](OC(=O)C)OC(=O)C)(=O)C.[Na+].[OH-].[Na+].Cl.